Dataset: Catalyst prediction with 721,799 reactions and 888 catalyst types from USPTO. Task: Predict which catalyst facilitates the given reaction. (1) Reactant: C(OC(=O)[NH:7][C@@H:8]([CH3:21])[CH2:9][N:10]1[C:18]2[C:13](=[CH:14][C:15]([C:19]#[N:20])=[CH:16][CH:17]=2)[CH:12]=[CH:11]1)(C)(C)C.Cl. Product: [C:19]([C:15]1[CH:14]=[C:13]2[C:18](=[CH:17][CH:16]=1)[N:10]([CH2:9][C@@H:8]([NH2:7])[CH3:21])[CH:11]=[CH:12]2)#[N:20]. The catalyst class is: 13. (2) Reactant: C1(S([N:10]2[C:14]3[CH:15]=[N:16][C:17]([C:28]#[N:29])=[C:18]([CH2:19][CH:20]4[CH2:25][CH2:24][N:23]([CH2:26][CH3:27])[CH2:22][CH2:21]4)[C:13]=3[C:12]3[CH:30]=[CH:31][CH:32]=[N:33][C:11]2=3)(=O)=O)C=CC=CC=1.C(N(CC)CC)C. Product: [CH2:26]([N:23]1[CH2:24][CH2:25][CH:20]([CH2:19][C:18]2[C:13]3[C:12]4[CH:30]=[CH:31][CH:32]=[N:33][C:11]=4[NH:10][C:14]=3[CH:15]=[N:16][C:17]=2[C:28]#[N:29])[CH2:21][CH2:22]1)[CH3:27]. The catalyst class is: 5. (3) Reactant: [Cl:1][C:2]1[CH:7]=[CH:6][C:5]([N:8]2[C:16](=[O:17])[C:15]3[C:10](=[C:11]([N+:23]([O-:25])=[O:24])[C:12]([OH:22])=[C:13]([O:18]C(=O)C)[CH:14]=3)[CH2:9]2)=[CH:4][CH:3]=1. Product: [Cl:1][C:2]1[CH:3]=[CH:4][C:5]([N:8]2[CH2:9][C:10]3[C:15](=[CH:14][C:13]([OH:18])=[C:12]([OH:22])[C:11]=3[N+:23]([O-:25])=[O:24])[C:16]2=[O:17])=[CH:6][CH:7]=1. The catalyst class is: 240.